This data is from CYP1A2 inhibition data for predicting drug metabolism from PubChem BioAssay. The task is: Regression/Classification. Given a drug SMILES string, predict its absorption, distribution, metabolism, or excretion properties. Task type varies by dataset: regression for continuous measurements (e.g., permeability, clearance, half-life) or binary classification for categorical outcomes (e.g., BBB penetration, CYP inhibition). Dataset: cyp1a2_veith. The compound is COc1ccc(CNc2ncncc2-c2ccoc2)c(OC)c1. The result is 1 (inhibitor).